Dataset: Catalyst prediction with 721,799 reactions and 888 catalyst types from USPTO. Task: Predict which catalyst facilitates the given reaction. (1) Reactant: [F:1][C:2]1[CH:9]=[CH:8][C:5]([C:6]#[N:7])=[C:4](SC)[CH:3]=1.O[O:13][S:14]([O-:16])=O.[K+].[CH3:18]C(C)=O. Product: [F:1][C:2]1[CH:9]=[CH:8][C:5]([C:6]#[N:7])=[C:4]([S:14]([CH3:18])(=[O:16])=[O:13])[CH:3]=1. The catalyst class is: 250. (2) Reactant: C([O:3][C:4]([CH:6]1[N:10]2[C:11](=[O:24])[C:12]([NH:15][C:16](=[O:23])[C:17]3[CH:22]=[CH:21][CH:20]=[CH:19][CH:18]=3)=[CH:13][N:14]=[C:9]2[CH2:8][CH2:7]1)=[O:5])C.O.[OH-].[Li+:27]. Product: [Li+:27].[C:16]([NH:15][C:12]1[C:11](=[O:24])[N:10]2[CH:6]([C:4]([O-:5])=[O:3])[CH2:7][CH2:8][C:9]2=[N:14][CH:13]=1)(=[O:23])[C:17]1[CH:22]=[CH:21][CH:20]=[CH:19][CH:18]=1. The catalyst class is: 111. (3) Reactant: [N:1]([C@H:4]1[C@@H:17]([O:18]C(=O)C(C)(C)C)[C@H:16]([F:25])[C@@H:15]([CH2:26][O:27]C(=O)C(C)(C)C)[O:14][C@H:5]1[O:6][CH2:7][C:8]1[CH:13]=[CH:12][CH:11]=[CH:10][CH:9]=1)=[N+:2]=[N-:3].C[O-].[Na+]. Product: [N:1]([C@H:4]1[C@@H:17]([OH:18])[C@H:16]([F:25])[C@@H:15]([CH2:26][OH:27])[O:14][C@H:5]1[O:6][CH2:7][C:8]1[CH:9]=[CH:10][CH:11]=[CH:12][CH:13]=1)=[N+:2]=[N-:3]. The catalyst class is: 5.